From a dataset of Peptide-MHC class II binding affinity with 134,281 pairs from IEDB. Regression. Given a peptide amino acid sequence and an MHC pseudo amino acid sequence, predict their binding affinity value. This is MHC class II binding data. (1) The peptide sequence is YDKFLANVATVLTGK. The MHC is DRB1_1302 with pseudo-sequence DRB1_1302. The binding affinity (normalized) is 0.868. (2) The peptide sequence is NVWERHYLAGEMTLM. The MHC is HLA-DPA10201-DPB10101 with pseudo-sequence HLA-DPA10201-DPB10101. The binding affinity (normalized) is 0.463. (3) The peptide sequence is FVVTGRVYCDPCRAG. The MHC is HLA-DPA10201-DPB10101 with pseudo-sequence HLA-DPA10201-DPB10101. The binding affinity (normalized) is 0.120. (4) The peptide sequence is NMVVERLGDYLVEQG. The MHC is DRB1_1302 with pseudo-sequence DRB1_1302. The binding affinity (normalized) is 0.0599. (5) The peptide sequence is MKVVNRWLFRHLARE. The MHC is DRB4_0103 with pseudo-sequence DRB4_0103. The binding affinity (normalized) is 0.936. (6) The peptide sequence is DVKFPGGGQIIGGVY. The MHC is HLA-DQA10501-DQB10301 with pseudo-sequence HLA-DQA10501-DQB10301. The binding affinity (normalized) is 0.649. (7) The binding affinity (normalized) is 0.310. The peptide sequence is DCISIGPGSTGLNIT. The MHC is DRB1_1501 with pseudo-sequence DRB1_1501. (8) The peptide sequence is AFILDGDNLFPKV. The MHC is DRB1_1602 with pseudo-sequence DRB1_1602. The binding affinity (normalized) is 0.278. (9) The peptide sequence is MGRDIKVQFQSGGAN. The MHC is HLA-DPA10103-DPB10401 with pseudo-sequence HLA-DPA10103-DPB10401. The binding affinity (normalized) is 0.193.